From a dataset of Full USPTO retrosynthesis dataset with 1.9M reactions from patents (1976-2016). Predict the reactants needed to synthesize the given product. (1) Given the product [Cl:1][C:2]1[CH:3]=[CH:4][C:5]([O:19][CH3:20])=[C:6]([CH:18]=1)[C:7]([NH:9][C:10]1[C:11]([C:15]2[NH:39][C:25]3[CH:24]=[C:23]([O:22][CH3:21])[C:28]([O:29][CH2:30][CH:44]4[CH2:49][CH2:48][N:50]([CH3:40])[CH2:46][CH2:45]4)=[CH:27][C:26]=3[N:38]=2)=[N:12][NH:13][CH:14]=1)=[O:8], predict the reactants needed to synthesize it. The reactants are: [Cl:1][C:2]1[CH:3]=[CH:4][C:5]([O:19][CH3:20])=[C:6]([CH:18]=1)[C:7]([NH:9][C:10]1[C:11]([C:15](O)=O)=[N:12][NH:13][CH:14]=1)=[O:8].[CH3:21][O:22][C:23]1[CH:24]=[C:25]([NH2:39])[C:26]([NH2:38])=[CH:27][C:28]=1[O:29][CH2:30]N1CCC(C)CC1.[CH2:40](Cl)CCl.[CH:44]1[CH:45]=[CH:46]C2N(O)N=[N:50][C:48]=2[CH:49]=1. (2) Given the product [CH3:28][O:27][C:24]1[CH:25]=[CH:26][C:21]([C:19]2[N:4]([C:3]3[CH:5]=[CH:6][CH:7]=[CH:8][C:2]=3[CH3:29])[C:9]([CH3:10])=[C:12]([C:13]([O:15][CH2:16][CH3:17])=[O:14])[CH:18]=2)=[CH:22][CH:23]=1, predict the reactants needed to synthesize it. The reactants are: Cl[C:2]1[CH:8]=[CH:7][CH:6]=[CH:5][C:3]=1[NH2:4].[C:9]([CH:12]([CH2:18][C:19]([C:21]1[CH:26]=[CH:25][C:24]([O:27][CH3:28])=[CH:23][CH:22]=1)=O)[C:13]([O:15][CH2:16][CH3:17])=[O:14])(=O)[CH3:10].[CH3:29]CO. (3) Given the product [Br:1][CH2:2][C@@H:3]([C:5]1[CH:10]=[CH:9][CH:8]=[CH:7][CH:6]=1)[OH:4], predict the reactants needed to synthesize it. The reactants are: [Br:1][CH2:2][C:3]([C:5]1[CH:10]=[CH:9][CH:8]=[CH:7][CH:6]=1)=[O:4].CO.Cl.